This data is from Full USPTO retrosynthesis dataset with 1.9M reactions from patents (1976-2016). The task is: Predict the reactants needed to synthesize the given product. Given the product [C:37]([C:41]1[S:45][C:44]([C:46]([NH:1][C@@H:2]([CH2:10][C:11]2[CH:12]=[CH:13][C:14]([C:17]3[N:22]=[CH:21][C:20]([C:23]4[CH:24]=[CH:25][C:26]([O:29][CH2:30][CH2:31][CH2:32][CH2:33][CH2:34][CH2:35][CH3:36])=[CH:27][CH:28]=4)=[CH:19][N:18]=3)=[CH:15][CH:16]=2)[C:3]([OH:5])=[O:4])=[O:47])=[CH:43][CH:42]=1)([CH3:40])([CH3:38])[CH3:39], predict the reactants needed to synthesize it. The reactants are: [NH2:1][C@@H:2]([CH2:10][C:11]1[CH:16]=[CH:15][C:14]([C:17]2[N:22]=[CH:21][C:20]([C:23]3[CH:28]=[CH:27][C:26]([O:29][CH2:30][CH2:31][CH2:32][CH2:33][CH2:34][CH2:35][CH3:36])=[CH:25][CH:24]=3)=[CH:19][N:18]=2)=[CH:13][CH:12]=1)[C:3]([O:5]C(C)(C)C)=[O:4].[C:37]([C:41]1[S:45][C:44]([C:46](O)=[O:47])=[CH:43][CH:42]=1)([CH3:40])([CH3:39])[CH3:38].CCN(C(C)C)C(C)C.CN(C(ON1N=NC2C=CC=NC1=2)=[N+](C)C)C.F[P-](F)(F)(F)(F)F.